From a dataset of Full USPTO retrosynthesis dataset with 1.9M reactions from patents (1976-2016). Predict the reactants needed to synthesize the given product. (1) Given the product [F:1][C:2]1[CH:11]=[C:10](/[CH:12]=[CH:13]/[C:14]2[C:23]([CH2:24][N:25]3[CH:29]=[CH:28][CH:27]=[N:26]3)=[CH:22][C:21]3[C:20]([CH3:31])([CH3:30])[CH2:19][CH2:18][C:17]([CH3:33])([CH3:32])[C:16]=3[CH:15]=2)[CH:9]=[CH:8][C:3]=1[C:4]([OH:6])=[O:5], predict the reactants needed to synthesize it. The reactants are: [F:1][C:2]1[CH:11]=[C:10](/[CH:12]=[CH:13]/[C:14]2[C:23]([CH2:24][N:25]3[CH:29]=[CH:28][CH:27]=[N:26]3)=[CH:22][C:21]3[C:20]([CH3:31])([CH3:30])[CH2:19][CH2:18][C:17]([CH3:33])([CH3:32])[C:16]=3[CH:15]=2)[CH:9]=[CH:8][C:3]=1[C:4]([O:6]C)=[O:5].[OH-].[Na+].[Cl-].[NH4+]. (2) Given the product [CH3:19][C:20]1[CH:21]=[C:22]([NH:23][C:2]2[CH:3]=[C:4]([NH:8][C:9]3[CH:14]=[CH:13][C:12]([P:15]([CH3:18])([CH3:17])=[O:16])=[CH:11][CH:10]=3)[N:5]=[CH:6][N:7]=2)[CH:24]=[C:25]([CH3:27])[CH:26]=1, predict the reactants needed to synthesize it. The reactants are: Cl[C:2]1[N:7]=[CH:6][N:5]=[C:4]([NH:8][C:9]2[CH:14]=[CH:13][C:12]([P:15]([CH3:18])([CH3:17])=[O:16])=[CH:11][CH:10]=2)[CH:3]=1.[CH3:19][C:20]1[CH:21]=[C:22]([CH:24]=[C:25]([CH3:27])[CH:26]=1)[NH2:23]. (3) Given the product [Br:1][C:2]1[CH:3]=[C:4]2[C:9](=[CH:10][CH:11]=1)[CH:8]=[N:7][C:6]([N:12]([CH3:23])[C:13](=[O:19])[O:14][C:15]([CH3:16])([CH3:18])[CH3:17])=[CH:5]2, predict the reactants needed to synthesize it. The reactants are: [Br:1][C:2]1[CH:3]=[C:4]2[C:9](=[CH:10][CH:11]=1)[CH:8]=[N:7][C:6]([NH:12][C:13](=[O:19])[O:14][C:15]([CH3:18])([CH3:17])[CH3:16])=[CH:5]2.[H-].[Na+].I[CH3:23]. (4) The reactants are: [H-].[Na+].[CH3:3][O:4][C:5]1[CH:29]=[CH:28][C:8]([CH2:9][O:10][C@H:11]2[C@H:23]([OH:24])[C@@H:22]([CH2:25][OH:26])[O:21][C@@H:13]([S:14][C:15]3[CH:20]=[CH:19][CH:18]=[CH:17][CH:16]=3)[C@@H:12]2[OH:27])=[CH:7][CH:6]=1.[CH:30]1[CH:35]=[CH:34][C:33]([CH2:36]Br)=[CH:32][CH:31]=1. Given the product [CH2:36]([O:27][C@@H:12]1[C@@H:11]([O:10][CH2:9][C:8]2[CH:7]=[CH:6][C:5]([O:4][CH3:3])=[CH:29][CH:28]=2)[C@H:23]([O:24][CH2:36][C:33]2[CH:34]=[CH:35][CH:30]=[CH:31][CH:32]=2)[C@@H:22]([CH2:25][O:26][CH2:9][C:8]2[CH:28]=[CH:29][CH:5]=[CH:6][CH:7]=2)[O:21][C@H:13]1[S:14][C:15]1[CH:16]=[CH:17][CH:18]=[CH:19][CH:20]=1)[C:33]1[CH:34]=[CH:35][CH:30]=[CH:31][CH:32]=1, predict the reactants needed to synthesize it. (5) The reactants are: [F:1][C:2]1[CH:7]=[CH:6][C:5]([CH2:8][C:9]2[CH:18]=[C:17]3[C:12]([C:13]([OH:34])=[C:14]([C:29](OCC)=[O:30])[C:15](=[O:28])[N:16]3[CH2:19][CH2:20][N:21]3[CH2:26][CH2:25][CH2:24][CH2:23][C:22]3=[O:27])=[N:11][CH:10]=2)=[CH:4][CH:3]=1.[CH2:35]([O:37][CH2:38][CH2:39][NH2:40])[CH3:36]. Given the product [CH2:35]([O:37][CH2:38][CH2:39][NH:40][C:29]([C:14]1[C:15](=[O:28])[N:16]([CH2:19][CH2:20][N:21]2[CH2:26][CH2:25][CH2:24][CH2:23][C:22]2=[O:27])[C:17]2[C:12]([C:13]=1[OH:34])=[N:11][CH:10]=[C:9]([CH2:8][C:5]1[CH:6]=[CH:7][C:2]([F:1])=[CH:3][CH:4]=1)[CH:18]=2)=[O:30])[CH3:36], predict the reactants needed to synthesize it.